From a dataset of Catalyst prediction with 721,799 reactions and 888 catalyst types from USPTO. Predict which catalyst facilitates the given reaction. Reactant: Br[C:2]1[CH:3]=[CH:4][C:5]([Cl:19])=[C:6]([CH:18]=1)[O:7][C:8]1[CH:13]=[CH:12][C:11]([C:14]([F:17])([F:16])[F:15])=[CH:10][N:9]=1.C([O:23][B:24](OC(C)C)[O:25]C(C)C)(C)C.[Li]CCCC. Product: [Cl:19][C:5]1[CH:4]=[CH:3][C:2]([B:24]([OH:25])[OH:23])=[CH:18][C:6]=1[O:7][C:8]1[CH:13]=[CH:12][C:11]([C:14]([F:17])([F:16])[F:15])=[CH:10][N:9]=1. The catalyst class is: 247.